Dataset: Full USPTO retrosynthesis dataset with 1.9M reactions from patents (1976-2016). Task: Predict the reactants needed to synthesize the given product. (1) Given the product [Cl:1][C:2]1[CH:3]=[C:4]([CH:18]=[CH:19][C:20]=1[O:21][CH3:22])[C:5]([NH:7][C:8]1[CH:17]=[CH:16][CH:15]=[CH:14][C:9]=1[C:10]([OH:12])=[O:11])=[O:6], predict the reactants needed to synthesize it. The reactants are: [Cl:1][C:2]1[CH:3]=[C:4]([CH:18]=[CH:19][C:20]=1[O:21][CH3:22])[C:5]([NH:7][C:8]1[CH:17]=[CH:16][CH:15]=[CH:14][C:9]=1[C:10]([O:12]C)=[O:11])=[O:6].CO. (2) Given the product [C:1]([O:5][C:6]([N:8]1[CH2:13][CH2:12][C@H:11]([O:14][C:15]2[CH:20]=[CH:19][CH:18]=[C:17]([N:36]=[C:23]([C:24]3[CH:29]=[CH:28][CH:27]=[CH:26][CH:25]=3)[C:30]3[CH:35]=[CH:34][CH:33]=[CH:32][CH:31]=3)[CH:16]=2)[CH2:10][C@@H:9]1[CH3:22])=[O:7])([CH3:4])([CH3:3])[CH3:2], predict the reactants needed to synthesize it. The reactants are: [C:1]([O:5][C:6]([N:8]1[CH2:13][CH2:12][C@H:11]([O:14][C:15]2[CH:20]=[CH:19][CH:18]=[C:17](Br)[CH:16]=2)[CH2:10][C@@H:9]1[CH3:22])=[O:7])([CH3:4])([CH3:3])[CH3:2].[C:23](=[NH:36])([C:30]1[CH:35]=[CH:34][CH:33]=[CH:32][CH:31]=1)[C:24]1[CH:29]=[CH:28][CH:27]=[CH:26][CH:25]=1.CC(C)([O-])C.[Na+]. (3) Given the product [F:34][C:3]([F:2])([F:33])[O:4][C:5]1[CH:10]=[CH:9][CH:8]=[CH:7][C:6]=1[CH2:11][CH2:12][NH:13][CH2:14][CH2:15][CH2:16][CH2:17][C:18]([C:20]1[CH:21]=[C:22]([S:29]([NH2:32])(=[O:30])=[O:31])[C:23]2[O:27][CH2:26][CH2:25][C:24]=2[CH:28]=1)=[O:19], predict the reactants needed to synthesize it. The reactants are: Cl.[F:2][C:3]([F:34])([F:33])[O:4][C:5]1[CH:10]=[CH:9][CH:8]=[CH:7][C:6]=1[CH2:11][CH2:12][NH:13][CH2:14][CH2:15][CH2:16][CH2:17][C:18]([C:20]1[CH:21]=[C:22]([S:29]([NH2:32])(=[O:31])=[O:30])[C:23]2[O:27][CH2:26][CH2:25][C:24]=2[CH:28]=1)=[O:19]. (4) Given the product [CH:1]1([C:7]2[C:15]3[CH:14]=[CH:13][C:12]([C:16]([O:18][CH3:19])=[O:17])=[CH:11][C:10]=3[N:9]3[C:8]=2[C:20]2[CH:25]=[CH:24][CH:23]=[C:22]([N+:26]([O-:28])=[O:27])[C:21]=2[O:29][CH2:30][CH2:31]3)[CH2:2][CH2:3][CH2:4][CH2:5][CH2:6]1, predict the reactants needed to synthesize it. The reactants are: [CH:1]1([C:7]2[C:15]3[C:10](=[CH:11][C:12]([C:16]([O:18][CH3:19])=[O:17])=[CH:13][CH:14]=3)[NH:9][C:8]=2[C:20]2[CH:25]=[CH:24][CH:23]=[C:22]([N+:26]([O-:28])=[O:27])[C:21]=2[O:29][CH2:30][CH2:31]OS(C)(=O)=O)[CH2:6][CH2:5][CH2:4][CH2:3][CH2:2]1.C(=O)([O-])[O-].[K+].[K+].O. (5) Given the product [Cl:23][C:24]1[CH:31]=[C:30]([Cl:32])[CH:29]=[CH:28][C:25]=1[CH2:26][N:7]1[C:8]2[C:4](=[CH:3][C:2]([F:1])=[CH:10][C:9]=2/[CH:11]=[CH:12]/[C:13]([OH:15])=[O:14])[C:5]([CH3:16])=[CH:6]1, predict the reactants needed to synthesize it. The reactants are: [F:1][C:2]1[CH:3]=[C:4]2[C:8](=[C:9]([CH:11]=[CH:12][C:13]([OH:15])=[O:14])[CH:10]=1)[NH:7][CH:6]=[C:5]2[CH3:16].CC(C)([O-])C.[K+].[Cl:23][C:24]1[CH:31]=[C:30]([Cl:32])[CH:29]=[CH:28][C:25]=1[CH2:26]Cl. (6) Given the product [F:1][C:2]1[CH:3]=[CH:4][C:5]2[N:24]=[C:25]([C@@H:26]([NH:28][C:29]3[N:37]=[CH:36][N:35]=[C:34]4[C:30]=3[N:31]=[CH:32][NH:33]4)[CH3:27])[N:8]([C@@H:9]3[CH2:14][CH2:13][CH2:12][N:11]([CH2:15][CH2:16][OH:17])[CH2:10]3)[C:6]=2[CH:7]=1, predict the reactants needed to synthesize it. The reactants are: [F:1][C:2]1[CH:3]=[CH:4][C:5]([NH:24][C:25](=O)[C@@H:26]([NH:28][C:29]2[N:37]=[CH:36][N:35]=[C:34]3[C:30]=2[N:31]=[CH:32][N:33]3C2CCCCO2)[CH3:27])=[C:6]([NH:8][C@@H:9]2[CH2:14][CH2:13][CH2:12][N:11]([CH2:15][CH2:16][O:17]C(=O)C(C)(C)C)[CH2:10]2)[CH:7]=1.